Regression. Given a peptide amino acid sequence and an MHC pseudo amino acid sequence, predict their binding affinity value. This is MHC class I binding data. From a dataset of Peptide-MHC class I binding affinity with 185,985 pairs from IEDB/IMGT. The peptide sequence is YYADSVKGR. The MHC is HLA-B08:01 with pseudo-sequence HLA-B08:01. The binding affinity (normalized) is 0.